Dataset: Full USPTO retrosynthesis dataset with 1.9M reactions from patents (1976-2016). Task: Predict the reactants needed to synthesize the given product. (1) Given the product [ClH:1].[N:2]12[CH2:7][CH2:6][CH:5]([CH2:8][CH2:9]1)[C@@H:4]([NH:10][C:11]([C:13]1[O:14][C:15]3[C:21]([C:22]4[CH:30]=[CH:29][CH:28]=[C:24]([C:25]([NH:31][CH2:32][CH2:33][N:34]([CH3:36])[CH3:35])=[O:27])[CH:23]=4)=[CH:20][CH:19]=[CH:18][C:16]=3[CH:17]=1)=[O:12])[CH2:3]2, predict the reactants needed to synthesize it. The reactants are: [ClH:1].[N:2]12[CH2:9][CH2:8][CH:5]([CH2:6][CH2:7]1)[C@@H:4]([NH:10][C:11]([C:13]1[O:14][C:15]3[C:21]([C:22]4[CH:23]=[C:24]([CH:28]=[CH:29][CH:30]=4)[C:25]([OH:27])=O)=[CH:20][CH:19]=[CH:18][C:16]=3[CH:17]=1)=[O:12])[CH2:3]2.[NH2:31][CH2:32][CH2:33][N:34]([CH3:36])[CH3:35]. (2) Given the product [N:41]1([CH2:40][CH2:39][NH:38][C:34]([C:21]2[N:22]([S:24]([C:27]3[CH:28]=[CH:29][C:30]([CH3:33])=[CH:31][CH:32]=3)(=[O:26])=[O:25])[CH:23]=[C:19]([C:16]3[CH:15]=[CH:14][C:13]([NH:12][C:11]([NH:10][C:7]4[CH:6]=[CH:5][C:4]([CH:1]([CH3:3])[CH3:2])=[CH:9][CH:8]=4)=[O:37])=[CH:18][CH:17]=3)[CH:20]=2)=[O:36])[CH2:46][CH2:45][O:44][CH2:43][CH2:42]1, predict the reactants needed to synthesize it. The reactants are: [CH:1]([C:4]1[CH:9]=[CH:8][C:7]([NH:10][C:11](=[O:37])[NH:12][C:13]2[CH:18]=[CH:17][C:16]([C:19]3[CH:20]=[C:21]([C:34]([OH:36])=O)[N:22]([S:24]([C:27]4[CH:32]=[CH:31][C:30]([CH3:33])=[CH:29][CH:28]=4)(=[O:26])=[O:25])[CH:23]=3)=[CH:15][CH:14]=2)=[CH:6][CH:5]=1)([CH3:3])[CH3:2].[NH2:38][CH2:39][CH2:40][N:41]1[CH2:46][CH2:45][O:44][CH2:43][CH2:42]1.CCN=C=NCCCN(C)C.C1C=CC2N(O)N=NC=2C=1.C(N(CC)CC)C. (3) Given the product [F:1][C:2]1[CH:7]=[CH:6][C:5]([C@:8]2([CH2:29][CH2:30][C:31]([OH:32])=[O:42])[O:13][C:12](=[O:14])[N:11]([C@H:15]([C:17]3[CH:22]=[CH:21][C:20]([C:23]4[CH:24]=[N:25][CH:26]=[CH:27][CH:28]=4)=[CH:19][CH:18]=3)[CH3:16])[CH2:10][CH2:9]2)=[CH:4][CH:3]=1, predict the reactants needed to synthesize it. The reactants are: [F:1][C:2]1[CH:7]=[CH:6][C:5]([C@:8]2([CH2:29][CH2:30][C:31](N)=[O:32])[O:13][C:12](=[O:14])[N:11]([C@H:15]([C:17]3[CH:22]=[CH:21][C:20]([C:23]4[CH:24]=[N:25][CH:26]=[CH:27][CH:28]=4)=[CH:19][CH:18]=3)[CH3:16])[CH2:10][CH2:9]2)=[CH:4][CH:3]=1.C1C=C(Cl)C=C(C(OO)=[O:42])C=1. (4) The reactants are: [Br:1][CH2:2][CH2:3][CH2:4][N:5]1[C:13](=[O:14])[C:12]2[C:7](=[CH:8][CH:9]=[CH:10][CH:11]=2)[C:6]1=[O:15].[C:16]1([P:22]([C:29]2[CH:34]=[CH:33][CH:32]=[CH:31][CH:30]=2)[C:23]2[CH:28]=[CH:27][CH:26]=[CH:25][CH:24]=2)[CH:21]=[CH:20][CH:19]=[CH:18][CH:17]=1. Given the product [Br-:1].[O:15]=[C:6]1[C:7]2[C:12](=[CH:11][CH:10]=[CH:9][CH:8]=2)[C:13](=[O:14])[N:5]1[CH2:4][CH2:3][CH2:2][P+:22]([C:23]1[CH:24]=[CH:25][CH:26]=[CH:27][CH:28]=1)([C:29]1[CH:34]=[CH:33][CH:32]=[CH:31][CH:30]=1)[C:16]1[CH:17]=[CH:18][CH:19]=[CH:20][CH:21]=1, predict the reactants needed to synthesize it. (5) Given the product [OH:1][CH2:2][CH2:3][O:4][CH2:5][CH2:6][O:7][CH2:8][CH2:9][O:10][CH2:15][CH2:14][C:13]([O:17][C:18]([CH3:21])([CH3:20])[CH3:19])=[O:16], predict the reactants needed to synthesize it. The reactants are: [OH:1][CH2:2][CH2:3][O:4][CH2:5][CH2:6][O:7][CH2:8][CH2:9][OH:10].[H-].[Na+].[C:13]([O:17][C:18]([CH3:21])([CH3:20])[CH3:19])(=[O:16])[CH:14]=[CH2:15]. (6) Given the product [CH2:39]([O:41][C:20](=[O:29])[NH:17][C:7]1[CH:6]=[CH:5][C:4]2[C:9](=[CH:10][CH:11]=[C:2]([OH:1])[CH:3]=2)[CH:8]=1)[CH3:40], predict the reactants needed to synthesize it. The reactants are: [OH:1][C:2]1[CH:3]=[C:4]2[C:9](=[CH:10][CH:11]=1)[CH:8]=[C:7](C(O)=O)[CH:6]=[CH:5]2.C([N:17]([CH2:20]C)CC)C.C1C=CC(P(N=[N+]=[N-])(C2C=CC=CC=2)=[O:29])=CC=1.[CH2:39]([OH:41])[CH3:40]. (7) Given the product [Cl:14][C:9]1[C:8]([C:6]2[N:5]=[CH:4][N:3]=[C:2]([CH2:15][NH2:16])[N:7]=2)=[CH:13][CH:12]=[CH:11][N:10]=1, predict the reactants needed to synthesize it. The reactants are: Cl[C:2]1[N:7]=[C:6]([C:8]2[C:9]([Cl:14])=[N:10][CH:11]=[CH:12][CH:13]=2)[N:5]=[CH:4][N:3]=1.[CH3:15][NH2:16]. (8) The reactants are: [F:1][C:2]([F:30])([F:29])[CH2:3][CH2:4][NH:5][C:6](=[O:28])[C:7]1[CH:12]=[C:11]([N+:13]([O-])=O)[C:10]([NH:16][CH3:17])=[CH:9][C:8]=1[N:18]1[CH2:23][CH2:22][CH2:21][CH:20]([C:24]([F:27])([F:26])[F:25])[CH2:19]1.C1COCC1. Given the product [F:30][C:2]([F:1])([F:29])[CH2:3][CH2:4][NH:5][C:6](=[O:28])[C:7]1[CH:12]=[C:11]([NH2:13])[C:10]([NH:16][CH3:17])=[CH:9][C:8]=1[N:18]1[CH2:23][CH2:22][CH2:21][CH:20]([C:24]([F:27])([F:26])[F:25])[CH2:19]1, predict the reactants needed to synthesize it. (9) Given the product [CH3:44][O:43][CH:50]1[CH:55]2[CH2:56][CH2:57][N:52]([CH2:53][CH2:54]2)[C:51]1=[CH:58][C:59]1[CH:60]=[N:61][CH:62]=[CH:63][CH:64]=1, predict the reactants needed to synthesize it. The reactants are: N1C=CC=C(CC2C(O)C3CCN2CC3)C=1.C1(O)C=CC=CC=1.C1(P(C2C=CC=CC=2)C2C=CC=CC=2)C=CC=CC=1.[O:43]([CH:50]1[CH:55]2[CH2:56][CH2:57][N:52]([CH2:53][CH2:54]2)[CH:51]1[CH2:58][C:59]1[CH:60]=[N:61][CH:62]=[CH:63][CH:64]=1)[C:44]1C=CC=CC=1.N1C=CC=C(C=C2C(O)C3CCN2CC3)C=1.[H-].[Na+].CI.